This data is from Full USPTO retrosynthesis dataset with 1.9M reactions from patents (1976-2016). The task is: Predict the reactants needed to synthesize the given product. (1) Given the product [C:16]([O:20][C:21]([NH:23][C@H:24]([CH2:29][C:30]1[CH:35]=[C:34]([F:36])[C:33]([F:37])=[CH:32][C:31]=1[F:38])[CH2:25][C:26]([N:53]1[CH2:52][CH2:51][CH2:50][N:49]([CH3:54])[C:48](=[O:55])[C@H:47]1[CH2:40][C:41]1[CH:46]=[CH:45][CH:44]=[CH:43][CH:42]=1)=[O:28])=[O:22])([CH3:17])([CH3:18])[CH3:19], predict the reactants needed to synthesize it. The reactants are: CN1CCOCC1.ClC(OCC(C)C)=O.[C:16]([O:20][C:21]([NH:23][C@H:24]([CH2:29][C:30]1[CH:35]=[C:34]([F:36])[C:33]([F:37])=[CH:32][C:31]=1[F:38])[CH2:25][C:26]([OH:28])=O)=[O:22])([CH3:19])([CH3:18])[CH3:17].Cl.[CH2:40]([CH:47]1[NH:53][CH2:52][CH2:51][CH2:50][N:49]([CH3:54])[C:48]1=[O:55])[C:41]1[CH:46]=[CH:45][CH:44]=[CH:43][CH:42]=1.C(O)C.CC1C=C(Cl)C=CC=1OCCCC(O)=O. (2) Given the product [CH3:24][N:2]([CH3:1])[CH2:3][CH2:4][CH2:5][NH:6][C:7]1[C:16]2[C:11](=[CH:12][CH:13]=[CH:14][CH:15]=2)[N:10]=[C:9]([CH2:17][N:18]2[CH2:19][CH2:20][N:21]([CH:32]([C:33]3[CH:38]=[CH:37][CH:36]=[CH:35][CH:34]=3)[C:31]3[CH:30]=[CH:29][C:28]([O:27][C:26]([F:43])([F:25])[F:42])=[CH:41][CH:40]=3)[CH2:22][CH2:23]2)[N:8]=1, predict the reactants needed to synthesize it. The reactants are: [CH3:1][N:2]([CH3:24])[CH2:3][CH2:4][CH2:5][NH:6][C:7]1[C:16]2[C:11](=[CH:12][CH:13]=[CH:14][CH:15]=2)[N:10]=[C:9]([CH2:17][N:18]2[CH2:23][CH2:22][NH:21][CH2:20][CH2:19]2)[N:8]=1.[F:25][C:26]([F:43])([F:42])[O:27][C:28]1[CH:41]=[CH:40][C:31]([CH:32](Cl)[C:33]2[CH:38]=[CH:37][CH:36]=[CH:35][CH:34]=2)=[CH:30][CH:29]=1.C(=O)([O-])[O-].[K+].[K+].[I-].[K+]. (3) The reactants are: [F:1][C:2]1[CH:3]=[N:4][CH:5]=[C:6]([N:8]2[CH:12]=[C:11](I)[C:10]([CH3:14])=[N:9]2)[CH:7]=1.C([Mg]Cl)(C)C.C(O[B:24]1[O:28][C:27]([CH3:30])([CH3:29])[C:26]([CH3:32])([CH3:31])[O:25]1)(C)C. Given the product [F:1][C:2]1[CH:3]=[N:4][CH:5]=[C:6]([N:8]2[CH:12]=[C:11]([B:24]3[O:28][C:27]([CH3:30])([CH3:29])[C:26]([CH3:32])([CH3:31])[O:25]3)[C:10]([CH3:14])=[N:9]2)[CH:7]=1, predict the reactants needed to synthesize it. (4) Given the product [ClH:20].[F:16][C:14]1[CH:15]=[C:10]([CH:11]=[C:12]([F:18])[C:13]=1[F:17])[C:9]([NH:8][C@H:5]1[CH2:4][CH2:3][C@@H:2]([NH:1][C:21]2[CH:22]=[C:23]([NH:28][CH3:29])[N:24]=[C:25]([CH3:27])[N:26]=2)[CH2:7][CH2:6]1)=[O:19], predict the reactants needed to synthesize it. The reactants are: [NH2:1][C@@H:2]1[CH2:7][CH2:6][C@H:5]([NH:8][C:9](=[O:19])[C:10]2[CH:15]=[C:14]([F:16])[C:13]([F:17])=[C:12]([F:18])[CH:11]=2)[CH2:4][CH2:3]1.[Cl:20][C:21]1[N:26]=[C:25]([CH3:27])[N:24]=[C:23]([NH:28][CH3:29])[CH:22]=1. (5) Given the product [F:1][C:2]1[CH:3]=[C:4]([N:9]2[CH2:13][C@H:12]([CH2:14][N:15]3[CH:19]=[C:18]([CH:20]=[O:21])[N:17]=[N:16]3)[O:11][C:10]2=[O:22])[CH:5]=[CH:6][C:7]=1[I:8], predict the reactants needed to synthesize it. The reactants are: [F:1][C:2]1[CH:3]=[C:4]([N:9]2[CH2:13][C@H:12]([CH2:14][N:15]3[CH:19]=[C:18]([CH2:20][OH:21])[N:17]=[N:16]3)[O:11][C:10]2=[O:22])[CH:5]=[CH:6][C:7]=1[I:8]. (6) Given the product [F:12][C:13]1[CH:20]=[CH:19][CH:18]=[C:17]([F:21])[C:14]=1[CH2:15][N:1]1[C:5]2=[N:6][CH:7]=[CH:8][CH:9]=[C:4]2[C:3]([C:10]#[N:11])=[N:2]1, predict the reactants needed to synthesize it. The reactants are: [NH:1]1[C:5]2=[N:6][CH:7]=[CH:8][CH:9]=[C:4]2[C:3]([C:10]#[N:11])=[N:2]1.[F:12][C:13]1[CH:20]=[CH:19][CH:18]=[C:17]([F:21])[C:14]=1[CH2:15]Br. (7) Given the product [F:27][C:28]([F:33])([F:32])[C:29]([OH:31])=[O:30].[NH2:18][CH2:17][CH2:16][N:15]([CH2:14][C:13]1[N:9]([C:6]2[CH:5]=[CH:4][C:3]([C:1]#[N:2])=[CH:8][CH:7]=2)[CH:10]=[N:11][CH:12]=1)[CH3:26], predict the reactants needed to synthesize it. The reactants are: [C:1]([C:3]1[CH:8]=[CH:7][C:6]([N:9]2[C:13]([CH2:14][N:15]([CH3:26])[CH2:16][CH2:17][NH:18]C(=O)OC(C)(C)C)=[CH:12][N:11]=[CH:10]2)=[CH:5][CH:4]=1)#[N:2].[F:27][C:28]([F:33])([F:32])[C:29]([OH:31])=[O:30]. (8) Given the product [CH3:8][O:9][CH2:10][C@@H:11]([O:7][C:4]1[CH:5]=[CH:6][N:1]=[CH:2][CH:3]=1)[CH3:12], predict the reactants needed to synthesize it. The reactants are: [N:1]1[CH:6]=[CH:5][C:4]([OH:7])=[CH:3][CH:2]=1.[CH3:8][O:9][CH2:10][C@H:11](O)[CH3:12].C1(P(C2C=CC=CC=2)C2C=CC=CC=2)C=CC=CC=1.CC(OC(/N=N/C(OC(C)C)=O)=O)C.